This data is from Reaction yield outcomes from USPTO patents with 853,638 reactions. The task is: Predict the reaction yield, written as a fraction of the theoretical maximum amount of product (1.0 means a 100% yield; for example, 0.34 means a 34% yield). (1) The product is [C:1]([C:5]1[CH:10]=[C:9]([C:20]2[CH:21]=[CH:22][CH:23]=[CH:24][C:19]=2[O:18][CH2:16][CH3:17])[C:8]([N+:12]([O-:14])=[O:13])=[CH:7][C:6]=1[OH:15])([CH3:4])([CH3:3])[CH3:2]. The reactants are [C:1]([C:5]1[CH:10]=[C:9](Br)[C:8]([N+:12]([O-:14])=[O:13])=[CH:7][C:6]=1[OH:15])([CH3:4])([CH3:3])[CH3:2].[CH2:16]([O:18][C:19]1[CH:24]=[CH:23][CH:22]=[CH:21][C:20]=1B(O)O)[CH3:17].C(=O)([O-])[O-].[K+].[K+].O. The yield is 0.920. The catalyst is CN(C=O)C.C1C=CC([P]([Pd]([P](C2C=CC=CC=2)(C2C=CC=CC=2)C2C=CC=CC=2)([P](C2C=CC=CC=2)(C2C=CC=CC=2)C2C=CC=CC=2)[P](C2C=CC=CC=2)(C2C=CC=CC=2)C2C=CC=CC=2)(C2C=CC=CC=2)C2C=CC=CC=2)=CC=1. (2) The reactants are [F:1][C:2]([F:7])([F:6])[C:3]([OH:5])=[O:4].[CH:8]1([CH:13]([N:18]2[CH:22]=[C:21]([C:23]3[C:24]4[CH:31]=[CH:30][NH:29][C:25]=4[N:26]=[CH:27][N:28]=3)[CH:20]=[N:19]2)[CH2:14][CH:15]2C[CH2:16]2)[CH2:12][CH2:11][CH2:10][CH2:9]1.[H][H]. The catalyst is CO.[Pd]. The product is [F:1][C:2]([F:7])([F:6])[C:3]([OH:5])=[O:4].[CH:8]1([CH:13]([N:18]2[CH:22]=[C:21]([C:23]3[C:24]4[CH:31]=[CH:30][NH:29][C:25]=4[N:26]=[CH:27][N:28]=3)[CH:20]=[N:19]2)[CH2:14][CH2:15][CH3:16])[CH2:12][CH2:11][CH2:10][CH2:9]1. The yield is 0.690. (3) The reactants are [O:1]1[CH2:6][CH:5]=[C:4]([C:7]2[C:8]([O:13][CH:14]3[CH2:17][N:16](C(OC(C)(C)C)=O)[CH2:15]3)=[N:9][CH:10]=[CH:11][CH:12]=2)[CH2:3][CH2:2]1.[ClH:25]. The catalyst is CO. The product is [ClH:25].[NH:16]1[CH2:15][CH:14]([O:13][C:8]2[C:7]([C:4]3[CH2:5][CH2:6][O:1][CH2:2][CH:3]=3)=[CH:12][CH:11]=[CH:10][N:9]=2)[CH2:17]1. The yield is 0.950. (4) The reactants are C(OC([N:8]1[CH2:13][CH2:12][N:11]2[C:14](=[O:23])[C:15]([CH2:20][CH:21]=[CH2:22])([CH2:17][CH:18]=[CH2:19])[CH2:16][CH:10]2[CH:9]1[C:24]1[CH:29]=[CH:28][C:27]([F:30])=[CH:26][C:25]=1[CH3:31])=O)(C)(C)C.Cl.CO.[OH-].[Na+]. The catalyst is CO. The product is [CH2:20]([C:15]1([CH2:17][CH:18]=[CH2:19])[C:14](=[O:23])[N:11]2[CH2:12][CH2:13][NH:8][C@@H:9]([C:24]3[CH:29]=[CH:28][C:27]([F:30])=[CH:26][C:25]=3[CH3:31])[C@@H:10]2[CH2:16]1)[CH:21]=[CH2:22]. The yield is 0.950. (5) The reactants are Cl[CH2:2][C:3]1[O:7][C:6]([C:8]2[CH:13]=[CH:12][C:11]([C:14]([F:17])([F:16])[F:15])=[CH:10][CH:9]=2)=[N:5][C:4]=1[CH3:18].C([O-])([O-])=O.[Cs+].[Cs+].[CH2:25]([O:27][C:28](=[O:41])[CH2:29][O:30][C:31]1[CH:36]=[CH:35][C:34]([OH:37])=[CH:33][C:32]=1[CH2:38][CH2:39][CH3:40])C.O. The catalyst is C(#N)C. The product is [CH3:25][O:27][C:28](=[O:41])[CH2:29][O:30][C:31]1[CH:36]=[CH:35][C:34]([O:37][CH2:2][C:3]2[O:7][C:6]([C:8]3[CH:13]=[CH:12][C:11]([C:14]([F:17])([F:16])[F:15])=[CH:10][CH:9]=3)=[N:5][C:4]=2[CH3:18])=[CH:33][C:32]=1[CH2:38][CH2:39][CH3:40]. The yield is 0.850. (6) The reactants are [F:1][C:2]([F:18])([F:17])[C:3]1[C:11]([C:12](OCC)=[O:13])=[C:6]2[CH:7]=[CH:8][CH:9]=[CH:10][N:5]2[N:4]=1.[H-].[Al+3].[Li+].[H-].[H-].[H-].CO.[OH-].[Na+]. The catalyst is O1CCCC1. The product is [F:18][C:2]([F:1])([F:17])[C:3]1[C:11]([CH2:12][OH:13])=[C:6]2[CH:7]=[CH:8][CH:9]=[CH:10][N:5]2[N:4]=1. The yield is 1.00. (7) The reactants are [CH2:1]([N:6]1[C:14]2[N:13]=[CH:12][NH:11][C:10]=2[C:9](=[O:15])[NH:8]/[C:7]/1=[N:16]/[NH2:17])[CH2:2][CH2:3][CH2:4][CH3:5].[C:18](OCC)(OCC)(OCC)[CH3:19]. No catalyst specified. The product is [CH3:18][C:19]1[N:8]2[C:9](=[O:15])[C:10]3[NH:11][CH:12]=[N:13][C:14]=3[N:6]([CH2:1][CH2:2][CH2:3][CH2:4][CH3:5])[C:7]2=[N:16][N:17]=1. The yield is 0.910. (8) The reactants are Cl[C:2]([O:4][CH2:5][CH:6]=[CH2:7])=[O:3].[NH2:8][C@H:9]([C:13]([OH:15])=[O:14])[CH:10]([CH3:12])[CH3:11].C(=O)([O-])[O-].[K+].[K+]. The catalyst is O.C1COCC1. The product is [CH2:5]([O:4][C:2]([NH:8][C@@H:9]([CH:10]([CH3:12])[CH3:11])[C:13]([OH:15])=[O:14])=[O:3])[CH:6]=[CH2:7]. The yield is 1.00. (9) The reactants are [CH3:1][C:2]1[C:6]([CH2:7][N:8]2[CH:12]=[C:11]([NH2:13])[CH:10]=[N:9]2)=[C:5]([CH3:14])[O:4][N:3]=1.[CH2:15]([N:22]=[C:23]=[O:24])[C:16]1[CH:21]=[CH:20][CH:19]=[CH:18][CH:17]=1. The catalyst is C(#N)C. The product is [CH2:15]([NH:22][C:23]([NH:13][C:11]1[CH:10]=[N:9][N:8]([CH2:7][C:6]2[C:2]([CH3:1])=[N:3][O:4][C:5]=2[CH3:14])[CH:12]=1)=[O:24])[C:16]1[CH:21]=[CH:20][CH:19]=[CH:18][CH:17]=1. The yield is 0.510. (10) The reactants are [C:1]([C:3]([C:6]1[S:7][CH:8]=[C:9]([C:11]([O:13]CC)=[O:12])[N:10]=1)([CH3:5])[CH3:4])#[N:2].O.[OH-].[Li+]. The catalyst is O1CCCC1.CO.O. The product is [C:1]([C:3]([C:6]1[S:7][CH:8]=[C:9]([C:11]([OH:13])=[O:12])[N:10]=1)([CH3:5])[CH3:4])#[N:2]. The yield is 0.530.